This data is from Forward reaction prediction with 1.9M reactions from USPTO patents (1976-2016). The task is: Predict the product of the given reaction. (1) Given the reactants [CH3:1][C:2]1[CH:7]=[CH:6][C:5]([S:8]([O:11][CH2:12][C@@H:13]2[O:18][C:17]3[C:19]([CH:26]=[CH:27][CH3:28])=[C:20]([N+:23]([O-])=O)[CH:21]=[CH:22][C:16]=3[O:15][CH2:14]2)(=[O:10])=[O:9])=[CH:4][CH:3]=1.C(=O)(O)[O-].[Na+], predict the reaction product. The product is: [CH3:1][C:2]1[CH:7]=[CH:6][C:5]([S:8]([O:11][CH2:12][CH:13]2[O:18][C:17]3[C:19]([CH:26]=[CH:27][CH3:28])=[C:20]([NH2:23])[CH:21]=[CH:22][C:16]=3[O:15][CH2:14]2)(=[O:10])=[O:9])=[CH:4][CH:3]=1. (2) The product is: [NH2:1][C:2]1[N:3]=[C:4]([NH:17][CH:18]2[CH2:23][CH2:22][N:21]([S:30]([C:28]3[S:29][C:25]([Br:24])=[CH:26][CH:27]=3)(=[O:32])=[O:31])[CH2:20][CH2:19]2)[S:5][C:6]=1[C:7]([C:9]1[C:14]([F:15])=[CH:13][CH:12]=[CH:11][C:10]=1[F:16])=[O:8]. Given the reactants [NH2:1][C:2]1[N:3]=[C:4]([NH:17][CH:18]2[CH2:23][CH2:22][NH:21][CH2:20][CH2:19]2)[S:5][C:6]=1[C:7]([C:9]1[C:14]([F:15])=[CH:13][CH:12]=[CH:11][C:10]=1[F:16])=[O:8].[Br:24][C:25]1[S:29][C:28]([S:30](Cl)(=[O:32])=[O:31])=[CH:27][CH:26]=1, predict the reaction product. (3) Given the reactants Cl[C:2]1[N:7]=[N:6][C:5]([C:8]([NH2:10])=[O:9])=[C:4]([NH:11][C:12]2[CH:17]=[CH:16][C:15]([O:18][CH3:19])=[C:14]([O:20][CH3:21])[N:13]=2)[CH:3]=1.[NH2:22][C@@H:23]1[CH2:28][CH2:27][CH2:26][CH2:25][C@@H:24]1[NH:29]C(=O)OC(C)(C)C.CO[Si](C)(C)C, predict the reaction product. The product is: [NH2:22][C@H:23]1[CH2:28][CH2:27][CH2:26][CH2:25][C@H:24]1[NH:29][C:2]1[N:7]=[N:6][C:5]([C:8]([NH2:10])=[O:9])=[C:4]([NH:11][C:12]2[CH:17]=[CH:16][C:15]([O:18][CH3:19])=[C:14]([O:20][CH3:21])[N:13]=2)[CH:3]=1. (4) Given the reactants [Cl:1][C:2]1[CH:3]=[C:4]2[C:10]([C:11]3[N:16]=[C:15]([NH:17][CH:18]4[CH2:23][CH2:22][CH2:21][CH:20]([C:24]([NH:26][CH2:27][CH3:28])=[O:25])[CH:19]4[OH:29])[C:14]([F:30])=[CH:13][N:12]=3)=[CH:9][N:8](S(C3C=CC(C)=CC=3)(=O)=O)[C:5]2=[N:6][CH:7]=1.C[O-].[Na+], predict the reaction product. The product is: [Cl:1][C:2]1[CH:3]=[C:4]2[C:10]([C:11]3[N:16]=[C:15]([NH:17][CH:18]4[CH2:23][CH2:22][CH2:21][CH:20]([C:24]([NH:26][CH2:27][CH3:28])=[O:25])[CH:19]4[OH:29])[C:14]([F:30])=[CH:13][N:12]=3)=[CH:9][NH:8][C:5]2=[N:6][CH:7]=1.